Dataset: Forward reaction prediction with 1.9M reactions from USPTO patents (1976-2016). Task: Predict the product of the given reaction. Given the reactants [Cl:1][C:2]1[CH:9]=[C:8]([OH:10])[CH:7]=[CH:6][C:3]=1[CH:4]=[O:5].N1C=CC=CC=1.[F:17][C:18]([F:31])([F:30])[S:19](O[S:19]([C:18]([F:31])([F:30])[F:17])(=[O:21])=[O:20])(=[O:21])=[O:20], predict the reaction product. The product is: [F:17][C:18]([F:31])([F:30])[S:19]([O:10][C:8]1[CH:7]=[CH:6][C:3]([CH:4]=[O:5])=[C:2]([Cl:1])[CH:9]=1)(=[O:21])=[O:20].